This data is from HIV replication inhibition screening data with 41,000+ compounds from the AIDS Antiviral Screen. The task is: Binary Classification. Given a drug SMILES string, predict its activity (active/inactive) in a high-throughput screening assay against a specified biological target. (1) The compound is Nc1nc(S)nc2nc3c(c(-c4ccccc4)c12)CCCC3. The result is 0 (inactive). (2) The compound is O=C1NC(=O)C(Cc2cccc(Cl)c2)C(=O)N1. The result is 0 (inactive). (3) The result is 0 (inactive). The drug is Brc1cc2[nH]c(-c3ccccc3)c(Br)c2c(Br)c1Br. (4) The compound is C(C[PH](c1ccccc1)(c1ccccc1)c1ccccc1)=C(c1ccccc1)c1ccccc1. The result is 0 (inactive). (5) The molecule is C[Si](C)(C)OC1(C2=CCCC2)CCCC1CC#N. The result is 0 (inactive). (6) The drug is CC(C)(NO)C(=NO)c1ccco1. The result is 0 (inactive). (7) The compound is COC(=O)C1CC(C=[N+](C)C)=C(SC)N1.[I-]. The result is 0 (inactive).